The task is: Predict the product of the given reaction.. This data is from Forward reaction prediction with 1.9M reactions from USPTO patents (1976-2016). (1) The product is: [Cl:1][C:2]1[CH:3]=[C:4]([CH:8]=[CH:9][C:10]=1[NH:11][C:12]1[CH:17]=[N:16][CH:15]=[C:14]([C:18]2[CH:23]=[CH:22][C:21]([OH:24])=[CH:20][CH:19]=2)[N:13]=1)[C:5]([N:33]([CH3:32])[CH:26]1[CH2:29][CH2:28][N:27]([CH3:30])[CH2:25]1)=[O:6]. Given the reactants [Cl:1][C:2]1[CH:3]=[C:4]([CH:8]=[CH:9][C:10]=1[NH:11][C:12]1[CH:17]=[N:16][CH:15]=[C:14]([C:18]2[CH:23]=[CH:22][C:21]([OH:24])=[CH:20][CH:19]=2)[N:13]=1)[C:5](O)=[O:6].[CH2:25]([N:27]([CH2:30]C)[CH2:28][CH3:29])[CH3:26].[CH3:32][N:33](C(ON1N=NC2C=CC=CC1=2)=[N+](C)C)C.[B-](F)(F)(F)F, predict the reaction product. (2) Given the reactants [N:1]1[CH:6]=[CH:5][C:4]([CH2:7][CH2:8][C:9]([O:11]CC)=[O:10])=[CH:3][CH:2]=1.[OH-].[K+].Cl, predict the reaction product. The product is: [N:1]1[CH:6]=[CH:5][C:4]([CH2:7][CH2:8][C:9]([OH:11])=[O:10])=[CH:3][CH:2]=1.